This data is from Reaction yield outcomes from USPTO patents with 853,638 reactions. The task is: Predict the reaction yield, written as a fraction of the theoretical maximum amount of product (1.0 means a 100% yield; for example, 0.34 means a 34% yield). (1) The reactants are [C:1]12([C:11](=[O:20])[CH2:12][S:13]([C:15]3[S:16][CH:17]=[CH:18][CH:19]=3)=[O:14])[CH2:10][CH:5]3[CH2:6][CH:7]([CH2:9][CH:3]([CH2:4]3)[CH2:2]1)[CH2:8]2.C1C=C(Cl)C=C(C(OO)=[O:29])C=1. The catalyst is C(Cl)Cl. The product is [C:1]12([C:11](=[O:20])[CH2:12][S:13]([C:15]3[S:16][CH:17]=[CH:18][CH:19]=3)(=[O:29])=[O:14])[CH2:8][CH:7]3[CH2:6][CH:5]([CH2:4][CH:3]([CH2:9]3)[CH2:2]1)[CH2:10]2. The yield is 0.840. (2) The reactants are [CH2:1]([O:5][C:6]1[CH:11]=[CH:10][C:9]([OH:12])=[CH:8][CH:7]=1)[C:2]#[C:3][CH3:4].Cl.[CH2:14](Cl)[CH3:15].[NH:17]1[CH2:22][CH2:21][CH2:20][CH2:19][CH2:18]1.C([O-])([O-])=O.[K+].[K+].Cl. The catalyst is CO.CCOCC. The product is [CH2:1]([O:5][C:6]1[CH:7]=[CH:8][C:9]([O:12][CH2:21][CH2:22][N:17]2[CH2:15][CH2:14][CH2:20][CH2:19][CH2:18]2)=[CH:10][CH:11]=1)[C:2]#[C:3][CH3:4]. The yield is 0.300. (3) The reactants are [NH2:1][C:2]1[CH:7]=[CH:6][C:5]([OH:8])=[CH:4][C:3]=1[C:9]([F:12])([F:11])[F:10].[C:13](OC(=O)C)(=[O:15])[CH3:14].O. The catalyst is C(O)(=O)C. The product is [OH:8][C:5]1[CH:6]=[CH:7][C:2]([NH:1][C:13](=[O:15])[CH3:14])=[C:3]([C:9]([F:10])([F:11])[F:12])[CH:4]=1. The yield is 1.00.